This data is from Aqueous solubility values for 9,982 compounds from the AqSolDB database. The task is: Regression/Classification. Given a drug SMILES string, predict its absorption, distribution, metabolism, or excretion properties. Task type varies by dataset: regression for continuous measurements (e.g., permeability, clearance, half-life) or binary classification for categorical outcomes (e.g., BBB penetration, CYP inhibition). For this dataset (solubility_aqsoldb), we predict Y. (1) The compound is N#Cc1cc(I)c(O)c(I)c1. The Y is -3.61 log mol/L. (2) The drug is Cc1ccc2ccccc2c1NS(=O)(=O)c1ccc(N)cc1. The Y is -4.50 log mol/L. (3) The molecule is C[C@]12C[C@H](O)[C@H]3[C@@H](CCC4=CC(=O)C=C[C@@]43C)[C@@H]1CC[C@]2(O)C(=O)CO. The Y is -3.18 log mol/L. (4) The drug is CCCOC(=O)c1cccnc1. The Y is -1.24 log mol/L. (5) The drug is F.O=[Si]=O.[MgH2].[Na]. The Y is -0.857 log mol/L. (6) The compound is [Br-].[Na+]. The Y is 0.964 log mol/L.